Dataset: Catalyst prediction with 721,799 reactions and 888 catalyst types from USPTO. Task: Predict which catalyst facilitates the given reaction. (1) Reactant: [CH3:1][O:2][C:3]1[CH:4]=[C:5]2[C:10](=[CH:11][CH:12]=1)[CH:9]=[C:8]([C:13]1[O:14][C:15]3[CH:21]=[CH:20][CH:19]=[CH:18][C:16]=3[CH:17]=1)[CH:7]=[CH:6]2.[CH:22]1([CH2:27][C:28](Cl)=[O:29])[CH2:26][CH2:25][CH2:24][CH2:23]1.[Sn](Cl)(Cl)(Cl)Cl. Product: [CH:22]1([CH2:27][C:28]([C:17]2[C:16]3[CH:18]=[CH:19][CH:20]=[CH:21][C:15]=3[O:14][C:13]=2[C:8]2[CH:7]=[CH:6][C:5]3[C:10](=[CH:11][CH:12]=[C:3]([O:2][CH3:1])[CH:4]=3)[CH:9]=2)=[O:29])[CH2:26][CH2:25][CH2:24][CH2:23]1. The catalyst class is: 534. (2) Reactant: [N:1]1[C:10]2[C:5](=[CH:6][CH:7]=[CH:8][CH:9]=2)[N:4]=[CH:3][C:2]=1[C:11]([OH:13])=O.CN(C1C=CC=CN=1)C.CCN=C=NCCCN(C)C.Cl.[NH2:35][C@H:36]([C@H:44]1[O:48][C:47](=[O:49])[C@H:46]([CH2:50][CH2:51][C:52]([F:55])([CH3:54])[CH3:53])[CH2:45]1)[CH2:37][C:38]1[CH:43]=[CH:42][CH:41]=[CH:40][CH:39]=1. Product: [F:55][C:52]([CH3:54])([CH3:53])[CH2:51][CH2:50][C@H:46]1[C:47](=[O:49])[O:48][C@H:44]([C@@H:36]([NH:35][C:11]([C:2]2[CH:3]=[N:4][C:5]3[C:10](=[CH:9][CH:8]=[CH:7][CH:6]=3)[N:1]=2)=[O:13])[CH2:37][C:38]2[CH:39]=[CH:40][CH:41]=[CH:42][CH:43]=2)[CH2:45]1. The catalyst class is: 343. (3) Reactant: Cl[C:2]1[C:11]2[C:6](=[CH:7][C:8](F)=[C:9]([O:12][CH2:13][CH2:14][O:15][CH3:16])[CH:10]=2)[CH:5]=[C:4]([NH:18][C:19]2[CH:23]=[C:22]([CH3:24])[NH:21][N:20]=2)[N:3]=1. Product: [CH2:9]([O:12][C:2]1[C:11]2[C:6](=[CH:7][C:8]([O:15][CH2:14][CH3:13])=[C:9]([O:12][CH2:13][CH2:14][O:15][CH3:16])[CH:10]=2)[CH:5]=[C:4]([NH:18][C:19]2[CH:23]=[C:22]([CH3:24])[NH:21][N:20]=2)[N:3]=1)[CH3:8]. The catalyst class is: 8. (4) Reactant: C([O:3][C:4]([C:6]1[C:7](=[O:26])[C:8]2[CH:13]=[N:12][C:11]([S:14][CH3:15])=[N:10][C:9]=2[N:16]([C:18]2[CH:23]=[CH:22][C:21]([CH2:24][CH3:25])=[CH:20][CH:19]=2)[CH:17]=1)=[O:5])C. The catalyst class is: 393. Product: [CH2:24]([C:21]1[CH:22]=[CH:23][C:18]([N:16]2[C:9]3[N:10]=[C:11]([S:14][CH3:15])[N:12]=[CH:13][C:8]=3[C:7](=[O:26])[C:6]([C:4]([OH:5])=[O:3])=[CH:17]2)=[CH:19][CH:20]=1)[CH3:25]. (5) Reactant: Cl.[Cl:2][C:3]1[CH:4]=[C:5]2[C:9](=[CH:10][CH:11]=1)[NH:8][CH:7]=[C:6]2[CH2:12][CH2:13][NH2:14].[F:15][C:16]1[CH:17]=[C:18]([N:23]2[CH2:27][CH2:26][CH:25]([C:28](O)=[O:29])[C:24]2=[O:31])[CH:19]=[CH:20][C:21]=1[F:22].CN(C(ON1N=NC2C=CC=NC1=2)=[N+](C)C)C.F[P-](F)(F)(F)(F)F.C(N(CC)C(C)C)(C)C. Product: [Cl:2][C:3]1[CH:4]=[C:5]2[C:9](=[CH:10][CH:11]=1)[NH:8][CH:7]=[C:6]2[CH2:12][CH2:13][NH:14][C:28]([CH:25]1[CH2:26][CH2:27][N:23]([C:18]2[CH:19]=[CH:20][C:21]([F:22])=[C:16]([F:15])[CH:17]=2)[C:24]1=[O:31])=[O:29]. The catalyst class is: 3.